Dataset: Full USPTO retrosynthesis dataset with 1.9M reactions from patents (1976-2016). Task: Predict the reactants needed to synthesize the given product. (1) Given the product [OH:6][C@H:5]([CH2:4][OH:3])[CH2:7][CH2:8][NH:9][C:10]([CH:12]1[N:19]2[CH:15]([CH2:16][C:17]([CH3:20])([CH3:21])[CH2:18]2)[C:14]([C:24]2[CH:29]=[CH:28][C:27]([Cl:30])=[CH:26][C:25]=2[F:31])([C:22]#[N:23])[CH:13]1[C:32]1[CH:37]=[CH:36][CH:35]=[C:34]([Cl:38])[C:33]=1[F:39])=[O:11], predict the reactants needed to synthesize it. The reactants are: CC1(C)[O:6][C@@H:5]([CH2:7][CH2:8][NH:9][C:10]([CH:12]2[N:19]3[CH:15]([CH2:16][C:17]([CH3:21])([CH3:20])[CH2:18]3)[C:14]([C:24]3[CH:29]=[CH:28][C:27]([Cl:30])=[CH:26][C:25]=3[F:31])([C:22]#[N:23])[CH:13]2[C:32]2[CH:37]=[CH:36][CH:35]=[C:34]([Cl:38])[C:33]=2[F:39])=[O:11])[CH2:4][O:3]1.Cl. (2) Given the product [CH:1]1([C:4]2[NH:8][N:7]=[C:6]([NH:9][C:10]3[N:15]=[C:14]([NH:16][C@H:17]([C:19]4[CH:20]=[CH:21][C:22]([F:25])=[CH:23][CH:24]=4)[CH3:18])[C:13]([NH2:26])=[CH:12][CH:11]=3)[CH:5]=2)[CH2:3][CH2:2]1, predict the reactants needed to synthesize it. The reactants are: [CH:1]1([C:4]2[NH:8][N:7]=[C:6]([NH:9][C:10]3[N:15]=[C:14]([NH:16][C@H:17]([C:19]4[CH:24]=[CH:23][C:22]([F:25])=[CH:21][CH:20]=4)[CH3:18])[C:13]([N+:26]([O-])=O)=[CH:12][CH:11]=3)[CH:5]=2)[CH2:3][CH2:2]1.[Cl-].[NH4+].C([O-])(=O)C.[NH4+].